This data is from Rat liver microsome stability data. The task is: Regression/Classification. Given a drug SMILES string, predict its absorption, distribution, metabolism, or excretion properties. Task type varies by dataset: regression for continuous measurements (e.g., permeability, clearance, half-life) or binary classification for categorical outcomes (e.g., BBB penetration, CYP inhibition). Dataset: rlm. (1) The molecule is CN1CCC(NC(=O)c2cnc(NCc3cc(Cl)ccc3Cl)nc2NC2CCCC2)CC1. The result is 0 (unstable in rat liver microsomes). (2) The drug is CCn1c2ccccc2c2cc(NC(=O)CN3CCC(N4C(=O)OCc5ccccc54)CC3)ccc21. The result is 1 (stable in rat liver microsomes). (3) The molecule is N#Cc1ccccc1Cn1c(N2CCC[C@@H](N)C2)nccc1=O. The result is 0 (unstable in rat liver microsomes). (4) The result is 1 (stable in rat liver microsomes). The drug is Cc1cc(-c2nnc3n2CCCCC3)c(C)n1-c1cccc2ccccc12. (5) The compound is COc1ccc(S(=O)(=O)Nc2ccc(F)c(C(=O)O)c2)c2ccccc12. The result is 0 (unstable in rat liver microsomes). (6) The molecule is Cc1ccc(S(=O)(=O)Nc2cnccc2C(=O)Nc2nc(-c3nc4ccccc4s3)cs2)cc1. The result is 1 (stable in rat liver microsomes). (7) The molecule is C[C@H]1C[C@@H](C(=O)N2CC[C@@]3(S(=O)(=O)c4ccc(F)cc4)c4ccc(C(F)(C(F)(F)F)C(F)(F)F)cc4CC[C@@H]23)CCS1(=O)=O. The result is 0 (unstable in rat liver microsomes). (8) The compound is O=C(NCc1ccccc1)c1ccccc1C(=O)N1CCCC1. The result is 1 (stable in rat liver microsomes). (9) The result is 0 (unstable in rat liver microsomes). The drug is NC1CN(c2cc(-c3ccsc3)ncn2)CC1c1cc(F)c(F)cc1F.